From a dataset of Catalyst prediction with 721,799 reactions and 888 catalyst types from USPTO. Predict which catalyst facilitates the given reaction. (1) Reactant: [Cl:1][C:2]1[N:7]=[C:6]([Cl:8])[CH:5]=[C:4](Cl)[N:3]=1.[NH:10]1[C:18]2[C:13](=[CH:14][C:15]([NH2:19])=[CH:16][CH:17]=2)[CH:12]=[N:11]1. Product: [Cl:1][C:2]1[N:3]=[C:4]([NH:19][C:15]2[CH:14]=[C:13]3[C:18](=[CH:17][CH:16]=2)[NH:10][N:11]=[CH:12]3)[CH:5]=[C:6]([Cl:8])[N:7]=1. The catalyst class is: 14. (2) Reactant: [C:1]([NH:4][C:5]1[S:6][C:7]([CH2:26][C:27]2[CH:35]=[CH:34][C:30]([C:31]([OH:33])=O)=[CH:29][CH:28]=2)=[C:8]([CH2:10][CH2:11][C:12]2[CH:17]=[CH:16][C:15]([NH:18][C:19]([O:21][C:22]([CH3:25])([CH3:24])[CH3:23])=[O:20])=[CH:14][CH:13]=2)[N:9]=1)(=[O:3])[CH3:2].Cl.CN.ON1C2C=CC=CC=2N=N1.[CH2:49]([N:51]=[C:52]=NCCCN(C)C)C. Product: [C:22]([O:21][C:19](=[O:20])[NH:18][C:15]1[CH:16]=[CH:17][C:12]([CH2:11][CH2:10][C:8]2[N:9]=[C:5]([NH:4][C:1](=[O:3])[CH3:2])[S:6][C:7]=2[CH2:26][C:27]2[CH:35]=[CH:34][C:30]([C:31]([N:51]([CH3:52])[CH3:49])=[O:33])=[CH:29][CH:28]=2)=[CH:13][CH:14]=1)([CH3:23])([CH3:24])[CH3:25]. The catalyst class is: 526. (3) Reactant: [NH2:1][C:2]1[C:11]([N:12]2[CH2:17][CH2:16][O:15][CH2:14][CH2:13]2)=[CH:10][C:9]2[C:4](=[CH:5][CH:6]=[C:7]([C:18]3[C:23]([CH3:24])=[CH:22][CH:21]=[CH:20][C:19]=3[C:25]([C:27]3[CH:32]=[CH:31][CH:30]=[CH:29][CH:28]=3)=[O:26])[CH:8]=2)[N:3]=1.[BH4-].[Na+].C(=O)(O)[O-]. Product: [NH2:1][C:2]1[C:11]([N:12]2[CH2:13][CH2:14][O:15][CH2:16][CH2:17]2)=[CH:10][C:9]2[C:4](=[CH:5][CH:6]=[C:7]([C:18]3[C:23]([CH3:24])=[CH:22][CH:21]=[CH:20][C:19]=3[CH:25]([C:27]3[CH:28]=[CH:29][CH:30]=[CH:31][CH:32]=3)[OH:26])[CH:8]=2)[N:3]=1. The catalyst class is: 61. (4) Reactant: [Cl:1][C:2]1[CH:10]=[CH:9][C:8]2[NH:7][C:6]3[CH2:11][CH2:12][N:13]([CH3:15])[CH2:14][C:5]=3[C:4]=2[C:3]=1[Cl:16].N1CCC[C@H]1C(O)=O.P([O-])([O-])([O-])=O.[K+].[K+].[K+].Br[CH:34]=[C:35]([C:37]1[CH:42]=[CH:41][C:40]([F:43])=[CH:39][CH:38]=1)[CH3:36]. Product: [Cl:1][C:2]1[CH:10]=[CH:9][C:8]2[N:7](/[CH:34]=[C:35](/[C:37]3[CH:42]=[CH:41][C:40]([F:43])=[CH:39][CH:38]=3)\[CH3:36])[C:6]3[CH2:11][CH2:12][N:13]([CH3:15])[CH2:14][C:5]=3[C:4]=2[C:3]=1[Cl:16]. The catalyst class is: 122. (5) Reactant: [OH-].[K+].[F:3][C:4]([F:27])([F:26])[C:5]1[CH:10]=[CH:9][C:8]([CH:11]2[C:16]3=[N:17][CH:18]=[CH:19][N:20]=[C:15]3[CH2:14][CH2:13][N:12]2C(OCC)=O)=[CH:7][CH:6]=1. Product: [F:27][C:4]([F:3])([F:26])[C:5]1[CH:10]=[CH:9][C:8]([CH:11]2[C:16]3=[N:17][CH:18]=[CH:19][N:20]=[C:15]3[CH2:14][CH2:13][NH:12]2)=[CH:7][CH:6]=1. The catalyst class is: 14. (6) Reactant: C(OC([NH:11][C:12]1[CH:17]=[CH:16][C:15]([C:18]2[O:19][CH:20]=[C:21]([C:23]([O:25][CH3:26])=[O:24])[N:22]=2)=[CH:14][C:13]=1[CH3:27])=O)C1C=CC=CC=1. Product: [NH2:11][C:12]1[CH:17]=[CH:16][C:15]([C:18]2[O:19][CH:20]=[C:21]([C:23]([O:25][CH3:26])=[O:24])[N:22]=2)=[CH:14][C:13]=1[CH3:27]. The catalyst class is: 43. (7) The catalyst class is: 7. Product: [F:42][C:13]([F:12])([C:38]([F:39])([F:40])[F:41])[CH2:14][CH2:15][CH2:16][CH2:17]/[CH:18]=[CH:43]\[C@@H:45]1[CH2:49][CH2:48][CH2:47][N:46]1[C:50]([O:52][C:53]([CH3:54])([CH3:56])[CH3:55])=[O:51]. Reactant: C[Si](C)(C)N[Si](C)(C)C.[Na].[I-].[F:12][C:13]([F:42])([C:38]([F:41])([F:40])[F:39])[CH2:14][CH2:15][CH2:16][CH2:17][CH2:18][P+](C1C=CC=CC=1)(C1C=CC=CC=1)C1C=CC=CC=1.[CH:43]([C@@H:45]1[CH2:49][CH2:48][CH2:47][N:46]1[C:50]([O:52][C:53]([CH3:56])([CH3:55])[CH3:54])=[O:51])=O.CCCCCC. (8) Reactant: Cl[C:2]1[C:11]2[C:6](=[C:7]([Cl:12])[CH:8]=[CH:9][CH:10]=2)[CH:5]=[C:4]([O:13][CH2:14][CH2:15][O:16][CH3:17])[N:3]=1.[F-:18].[Cs+]. Product: [Cl:12][C:7]1[CH:8]=[CH:9][CH:10]=[C:11]2[C:6]=1[CH:5]=[C:4]([O:13][CH2:14][CH2:15][O:16][CH3:17])[N:3]=[C:2]2[F:18]. The catalyst class is: 16. (9) Reactant: [OH:1][C:2]([CH3:24])([CH3:23])[C:3]#[C:4][C:5]1[CH:6]=[CH:7][C:8]2[O:17][CH2:16][C:15](=[O:18])[C:14]3[S:13][C:12]([C:19]([NH2:21])=[O:20])=[N:11][C:10]=3[C:9]=2[CH:22]=1.[BH4-].[Na+].O. Product: [OH:18][CH:15]1[C:14]2[S:13][C:12]([C:19]([NH2:21])=[O:20])=[N:11][C:10]=2[C:9]2[CH:22]=[C:5]([C:4]#[C:3][C:2]([OH:1])([CH3:23])[CH3:24])[CH:6]=[CH:7][C:8]=2[O:17][CH2:16]1. The catalyst class is: 5. (10) The catalyst class is: 92. Reactant: [CH:1]1([CH:4]([C:10]2[CH:15]=[CH:14][C:13]([O:16][CH3:17])=[C:12]([O:18][CH2:19][C:20]3[CH:25]=[CH:24][C:23]([C:26]4[CH:31]=[C:30]([O:32][CH3:33])[CH:29]=[CH:28][C:27]=4[F:34])=[C:22]([CH2:35][C:36]([CH3:39])([CH3:38])[CH3:37])[N:21]=3)[CH:11]=2)[CH2:5][C:6]([O:8]C)=[O:7])[CH2:3][CH2:2]1.[OH-].[Na+]. Product: [CH:1]1([CH:4]([C:10]2[CH:15]=[CH:14][C:13]([O:16][CH3:17])=[C:12]([O:18][CH2:19][C:20]3[CH:25]=[CH:24][C:23]([C:26]4[CH:31]=[C:30]([O:32][CH3:33])[CH:29]=[CH:28][C:27]=4[F:34])=[C:22]([CH2:35][C:36]([CH3:39])([CH3:38])[CH3:37])[N:21]=3)[CH:11]=2)[CH2:5][C:6]([OH:8])=[O:7])[CH2:3][CH2:2]1.